From a dataset of Reaction yield outcomes from USPTO patents with 853,638 reactions. Predict the reaction yield, written as a fraction of the theoretical maximum amount of product (1.0 means a 100% yield; for example, 0.34 means a 34% yield). The reactants are [Cl:1][C:2]1[CH:14]=[C:13](I)[C:5]([NH:6][CH2:7][CH2:8][S:9]([CH3:12])(=[O:11])=[O:10])=[C:4]([F:16])[CH:3]=1.[CH2:17]([OH:20])[C:18]#[CH:19]. The catalyst is CCN(CC)CC.Cl[Pd](Cl)([P](C1C=CC=CC=1)(C1C=CC=CC=1)C1C=CC=CC=1)[P](C1C=CC=CC=1)(C1C=CC=CC=1)C1C=CC=CC=1.[Cu]I. The product is [Cl:1][C:2]1[CH:14]=[C:13]2[C:5](=[C:4]([F:16])[CH:3]=1)[N:6]([CH2:7][CH2:8][S:9]([CH3:12])(=[O:11])=[O:10])[C:18]([CH2:17][OH:20])=[CH:19]2. The yield is 0.950.